Predict the product of the given reaction. From a dataset of Forward reaction prediction with 1.9M reactions from USPTO patents (1976-2016). (1) The product is: [Cl:1][C:2]1[C:7]([C:8]2[CH:9]=[CH:10][CH:11]=[CH:12][CH:13]=2)=[N:6][N:5]=[C:4]2[N:14]([CH2:23][C:24]([NH:34][CH:31]3[CH2:32][CH2:33][N:28]([CH3:27])[CH2:29][CH2:30]3)=[O:26])[N:15]=[C:16]([C:17]3[CH:22]=[CH:21][CH:20]=[CH:19][CH:18]=3)[C:3]=12. Given the reactants [Cl:1][C:2]1[C:7]([C:8]2[CH:13]=[CH:12][CH:11]=[CH:10][CH:9]=2)=[N:6][N:5]=[C:4]2[N:14]([CH2:23][C:24]([OH:26])=O)[N:15]=[C:16]([C:17]3[CH:22]=[CH:21][CH:20]=[CH:19][CH:18]=3)[C:3]=12.[CH3:27][N:28]1[CH2:33][CH2:32][CH:31]([NH2:34])[CH2:30][CH2:29]1.C(N(C(C)C)CC)(C)C, predict the reaction product. (2) Given the reactants [N+:1]([C:4]1[CH:30]=[CH:29][C:7]([CH2:8][C:9]2[C:13]3[C:14](=[O:28])[N:15]([C:22]4[CH:27]=[CH:26][CH:25]=[CH:24][CH:23]=4)[C:16]4[N:17]=[CH:18][CH:19]=[CH:20][C:21]=4[C:12]=3[NH:11][N:10]=2)=[CH:6][CH:5]=1)([O-])=O, predict the reaction product. The product is: [NH2:1][C:4]1[CH:30]=[CH:29][C:7]([CH2:8][C:9]2[C:13]3[C:14](=[O:28])[N:15]([C:22]4[CH:27]=[CH:26][CH:25]=[CH:24][CH:23]=4)[C:16]4[N:17]=[CH:18][CH:19]=[CH:20][C:21]=4[C:12]=3[NH:11][N:10]=2)=[CH:6][CH:5]=1. (3) Given the reactants [CH2:1]([O:3][C:4]([C:6]1[CH:11]=[C:10]([CH3:12])[CH:9]=[C:8]([CH:13]=[C:14]([CH3:16])[CH3:15])[N:7]=1)=[O:5])[CH3:2], predict the reaction product. The product is: [CH2:1]([O:3][C:4]([C:6]1[CH:11]=[C:10]([CH3:12])[CH:9]=[C:8]([CH2:13][CH:14]([CH3:15])[CH3:16])[N:7]=1)=[O:5])[CH3:2]. (4) Given the reactants Br[C:2]1[CH:7]=[C:6]([F:8])[C:5]([F:9])=[CH:4][C:3]=1[C:10]1[CH:15]=[CH:14][C:13]([S:16]([CH3:19])(=[O:18])=[O:17])=[CH:12][CH:11]=1.[Cl:20][C:21]1[CH:22]=[C:23](B(O)O)[CH:24]=[CH:25][C:26]=1[CH3:27], predict the reaction product. The product is: [Cl:20][C:21]1[CH:22]=[C:23]([C:2]2[CH:7]=[C:6]([F:8])[C:5]([F:9])=[CH:4][C:3]=2[C:10]2[CH:15]=[CH:14][C:13]([S:16]([CH3:19])(=[O:18])=[O:17])=[CH:12][CH:11]=2)[CH:24]=[CH:25][C:26]=1[CH3:27]. (5) Given the reactants C[Si]([C:5]#[N:6])(C)C.[F-].C([N+](CCCC)(CCCC)CCCC)CCC.Br[CH:26]([C:29]1[CH:34]=[CH:33][C:32]([CH3:35])=[CH:31][CH:30]=1)[CH2:27][CH3:28], predict the reaction product. The product is: [C:32]1([CH3:35])[CH:33]=[CH:34][C:29]([CH:26]([CH2:27][CH3:28])[C:5]#[N:6])=[CH:30][CH:31]=1. (6) Given the reactants Br[C:2]1[CH:11]=[C:10]([CH3:12])[CH:9]=[CH:8][C:3]=1[C:4]([O:6][CH3:7])=[O:5].[F:13][C:14]([F:25])([F:24])[C:15]1[CH:20]=[CH:19][CH:18]=[CH:17][C:16]=1B(O)O.C1(P(C2CCCCC2)C2C=CC=CC=2C2C=CC=CC=2N(C)C)CCCCC1.P([O-])([O-])([O-])=O.[K+].[K+].[K+], predict the reaction product. The product is: [CH3:12][C:10]1[CH:11]=[C:2]([C:16]2[CH:17]=[CH:18][CH:19]=[CH:20][C:15]=2[C:14]([F:25])([F:24])[F:13])[C:3]([C:4]([O:6][CH3:7])=[O:5])=[CH:8][CH:9]=1. (7) Given the reactants Cl[CH2:2][C:3]([NH:5][C:6]1[CH:7]=[N:8][C:9]([O:12][C:13]2[CH:14]=[C:15]3[C:20](=[CH:21][CH:22]=2)[O:19][CH:18]([C:23]2[CH:28]=[CH:27][CH:26]=[CH:25][CH:24]=2)[CH2:17][CH2:16]3)=[CH:10][CH:11]=1)=[O:4].C(=O)([O-])[O-].[K+].[K+].[CH3:35][NH:36][CH3:37].O, predict the reaction product. The product is: [CH3:35][N:36]([CH3:37])[CH2:2][C:3]([NH:5][C:6]1[CH:7]=[N:8][C:9]([O:12][C:13]2[CH:14]=[C:15]3[C:20](=[CH:21][CH:22]=2)[O:19][CH:18]([C:23]2[CH:28]=[CH:27][CH:26]=[CH:25][CH:24]=2)[CH2:17][CH2:16]3)=[CH:10][CH:11]=1)=[O:4].